Dataset: Full USPTO retrosynthesis dataset with 1.9M reactions from patents (1976-2016). Task: Predict the reactants needed to synthesize the given product. (1) The reactants are: Cl.Cl.[CH3:3][N:4]1[CH2:11][CH2:10][CH2:9][C:5]21[CH2:8][NH:7][CH2:6]2.F[C:13]1[C:18]([N+:19]([O-:21])=[O:20])=[CH:17][C:16]([NH:22][C:23]2[N:28]=[C:27]([C:29]3[CH:30]=[N:31][N:32]4[CH:37]=[CH:36][CH:35]=[CH:34][C:33]=34)[CH:26]=[CH:25][N:24]=2)=[C:15]([O:38][CH3:39])[CH:14]=1.CCN(C(C)C)C(C)C. Given the product [CH3:39][O:38][C:15]1[CH:14]=[C:13]([N:7]2[CH2:8][C:5]3([N:4]([CH3:3])[CH2:11][CH2:10][CH2:9]3)[CH2:6]2)[C:18]([N+:19]([O-:21])=[O:20])=[CH:17][C:16]=1[NH:22][C:23]1[N:28]=[C:27]([C:29]2[CH:30]=[N:31][N:32]3[CH:37]=[CH:36][CH:35]=[CH:34][C:33]=23)[CH:26]=[CH:25][N:24]=1, predict the reactants needed to synthesize it. (2) Given the product [C:1]([O:5][C:6]([N:8]1[CH2:13][CH2:12][CH2:11][C@@H:10]([O:14][CH3:17])[CH2:9]1)=[O:7])([CH3:4])([CH3:2])[CH3:3], predict the reactants needed to synthesize it. The reactants are: [C:1]([O:5][C:6]([N:8]1[CH2:13][CH2:12][CH2:11][C@@H:10]([OH:14])[CH2:9]1)=[O:7])([CH3:4])([CH3:3])[CH3:2].[H-].[Na+].[CH3:17]I.